This data is from Reaction yield outcomes from USPTO patents with 853,638 reactions. The task is: Predict the reaction yield, written as a fraction of the theoretical maximum amount of product (1.0 means a 100% yield; for example, 0.34 means a 34% yield). (1) The reactants are [F:1][C:2]([F:18])([F:17])[O:3][C:4]1[CH:16]=[CH:15][C:7]([O:8][CH:9]2[CH2:14][CH2:13][NH:12][CH2:11][CH2:10]2)=[CH:6][CH:5]=1.Br[C:20]1[CH:25]=[CH:24][C:23]([O:26][CH2:27][C:28]2[CH:33]=[CH:32][CH:31]=[CH:30][CH:29]=2)=[CH:22][CH:21]=1.CC(C)([O-])C.[Na+].C1(C)C=CC=CC=1. The catalyst is C(OCC)(=O)C.C([O-])(=O)C.[Pd+2].C([O-])(=O)C.C1([B-](C2C=CC=CC=2)(C2C=CC=CC=2)C2C=CC=CC=2)C=CC=CC=1.C([PH+](C(C)(C)C)C(C)(C)C)(C)(C)C.O. The product is [CH2:27]([O:26][C:23]1[CH:24]=[CH:25][C:20]([N:12]2[CH2:11][CH2:10][CH:9]([O:8][C:7]3[CH:15]=[CH:16][C:4]([O:3][C:2]([F:1])([F:17])[F:18])=[CH:5][CH:6]=3)[CH2:14][CH2:13]2)=[CH:21][CH:22]=1)[C:28]1[CH:33]=[CH:32][CH:31]=[CH:30][CH:29]=1. The yield is 0.984. (2) The catalyst is CO.O. The product is [NH2:1][C:2]1[N:3]=[C:4]([O:12][CH3:11])[C:5]([C:8]#[N:9])=[N:6][CH:7]=1. The yield is 0.580. The reactants are [NH2:1][C:2]1[N:3]=[C:4](Cl)[C:5]([C:8]#[N:9])=[N:6][CH:7]=1.[CH3:11][O-:12].[Na+].CO. (3) The reactants are [N+:1]([C:4]1[CH:5]=[C:6]2[C:10](=[CH:11][CH:12]=1)[NH:9][CH:8]=[CH:7]2)([O-:3])=[O:2].[F:13][CH:14]1[C:19](=O)[CH2:18][CH2:17][N:16](C(OC(C)(C)C)=O)[CH2:15]1.N. The catalyst is C(O)(=O)C.OP(O)(O)=O. The product is [F:13][CH:14]1[C:19]([C:7]2[C:6]3[C:10](=[CH:11][CH:12]=[C:4]([N+:1]([O-:3])=[O:2])[CH:5]=3)[NH:9][CH:8]=2)=[CH:18][CH2:17][NH:16][CH2:15]1. The yield is 0.470. (4) The reactants are [C:1]([C:5]1[CH:6]=[C:7]([CH:17]([O:20][Si](C)(C)C)[C:18]#N)[N:8]([C:10]2[CH:15]=[CH:14][C:13]([CH3:16])=[CH:12][CH:11]=2)[N:9]=1)([CH3:4])([CH3:3])[CH3:2].Cl.[OH-:26].[K+].[OH2:28]. No catalyst specified. The product is [C:1]([C:5]1[CH:6]=[C:7]([CH:17]([OH:20])[C:18]([OH:28])=[O:26])[N:8]([C:10]2[CH:15]=[CH:14][C:13]([CH3:16])=[CH:12][CH:11]=2)[N:9]=1)([CH3:4])([CH3:3])[CH3:2]. The yield is 0.600.